Dataset: Catalyst prediction with 721,799 reactions and 888 catalyst types from USPTO. Task: Predict which catalyst facilitates the given reaction. (1) Reactant: Cl.[CH3:2][N:3]([CH3:12])[CH2:4][CH2:5][CH2:6][N:7]=[C:8]=[N:9][CH2:10][CH3:11].CC1SC=C(C(O)=O)N=1. Product: [CH3:11][CH2:10][N:9]=[C:8]=[N:7][CH2:6][CH2:5][CH2:4][N:3]([CH3:12])[CH3:2]. The catalyst class is: 2. (2) Reactant: [CH3:1][C:2]1([CH3:9])[CH2:7][CH2:6][C:5](=[O:8])[CH:4]=[CH:3]1. Product: [CH3:1][C:2]1([CH3:9])[CH2:7][CH2:6][C:5](=[O:8])[CH2:4][CH2:3]1. The catalyst class is: 29. (3) The catalyst class is: 9. Reactant: [Br:1][C:2]1[N:7]=[C:6]([CH2:8][NH:9][CH3:10])[CH:5]=[CH:4][CH:3]=1.[C:22]([O:21][C:19](O[C:19]([O:21][C:22]([CH3:25])([CH3:24])[CH3:23])=[O:20])=[O:20])([CH3:25])([CH3:24])[CH3:23]. Product: [C:22]([O:21][C:19](=[O:20])[N:9]([CH2:8][C:6]1[CH:5]=[CH:4][CH:3]=[C:2]([Br:1])[N:7]=1)[CH3:10])([CH3:23])([CH3:24])[CH3:25]. (4) Reactant: N#N.[CH3:3][C:4]1([C:9]2[CH:10]=[C:11]([CH2:14]O)[S:12][CH:13]=2)[O:8][CH2:7][CH2:6][O:5]1.CCN(CC)CC.S([Cl:27])(C)(=O)=O. Product: [Cl:27][CH2:14][C:11]1[S:12][CH:13]=[C:9]([C:4]2([CH3:3])[O:8][CH2:7][CH2:6][O:5]2)[CH:10]=1. The catalyst class is: 64. (5) Reactant: [N:1]#[C:2]Br.[CH3:4][S:5][C:6]1[CH:7]=[C:8]([CH:10]=[CH:11][CH:12]=1)[NH2:9]. Product: [CH3:4][S:5][C:6]1[CH:7]=[C:8]([NH:9][C:2]#[N:1])[CH:10]=[CH:11][CH:12]=1. The catalyst class is: 27.